Dataset: Forward reaction prediction with 1.9M reactions from USPTO patents (1976-2016). Task: Predict the product of the given reaction. (1) Given the reactants [NH2:1][C:2]1[C:7]2=[CH:8][CH:9]=[C:10]([C:11](=[O:14])[CH2:12][Cl:13])[N:6]2[N:5]=[CH:4][N:3]=1.[Br:15]N1C(C)(C)C(=O)N(Br)C1=O, predict the reaction product. The product is: [NH2:1][C:2]1[C:7]2=[C:8]([Br:15])[CH:9]=[C:10]([C:11](=[O:14])[CH2:12][Cl:13])[N:6]2[N:5]=[CH:4][N:3]=1. (2) Given the reactants [N+:1]([C:4]1[CH:12]=[CH:11][CH:10]=[C:9]2[C:5]=1[CH:6]=[CH:7][NH:8]2)([O-:3])=[O:2].[Cl-].[Br:14][C:15]1[CH:24]=[CH:23][CH:22]=[CH:21][C:16]=1[CH:17]=[N+:18]([CH3:20])[CH3:19].BrC1C=CC=CC=1C=O.CNC, predict the reaction product. The product is: [Br:14][C:15]1[CH:24]=[CH:23][CH:22]=[CH:21][C:16]=1[CH:17]([N:18]([CH3:20])[CH3:19])[C:6]1[C:5]2[C:9](=[CH:10][CH:11]=[CH:12][C:4]=2[N+:1]([O-:3])=[O:2])[NH:8][CH:7]=1. (3) Given the reactants [OH:1][C@@:2]1([CH2:50][O:51][CH3:52])[CH2:7][CH2:6][CH2:5][CH2:4][C@H:3]1[N:8]1[C:12]([C:13]2[CH:18]=[CH:17][CH:16]=[CH:15][CH:14]=2)=[C:11]([C:19]([N:21]2[CH2:26][CH2:25][N:24](C(OCC3C=CC=CC=3)=O)[CH2:23][C@H:22]2[CH2:37][CH2:38][O:39][C:40]2[CH:45]=[CH:44][C:43]([C:46]([O:48][CH3:49])=[O:47])=[CH:42][CH:41]=2)=[O:20])[N:10]=[CH:9]1, predict the reaction product. The product is: [OH:1][C@@:2]1([CH2:50][O:51][CH3:52])[CH2:7][CH2:6][CH2:5][CH2:4][C@H:3]1[N:8]1[C:12]([C:13]2[CH:14]=[CH:15][CH:16]=[CH:17][CH:18]=2)=[C:11]([C:19]([N:21]2[CH2:26][CH2:25][NH:24][CH2:23][C@H:22]2[CH2:37][CH2:38][O:39][C:40]2[CH:41]=[CH:42][C:43]([C:46]([O:48][CH3:49])=[O:47])=[CH:44][CH:45]=2)=[O:20])[N:10]=[CH:9]1. (4) The product is: [OH:28][C@@H:27]([CH2:29][NH:46][CH2:45][CH:42]1[CH2:41][CH2:40][N:39]([S:36]([C:34]2[N:33]=[CH:32][N:31]([CH3:30])[CH:35]=2)(=[O:38])=[O:37])[CH2:44][CH2:43]1)[CH2:26][O:25][C:22]1[CH:21]=[CH:20][C:19]([OH:18])=[CH:24][CH:23]=1. Given the reactants C([Si]([O:18][C:19]1[CH:24]=[CH:23][C:22]([O:25][CH2:26][C@@H:27]2[CH2:29][O:28]2)=[CH:21][CH:20]=1)(C1C=CC=CC=1)C1C=CC=CC=1)(C)(C)C.[CH3:30][N:31]1[CH:35]=[C:34]([S:36]([N:39]2[CH2:44][CH2:43][CH:42]([CH2:45][NH2:46])[CH2:41][CH2:40]2)(=[O:38])=[O:37])[N:33]=[CH:32]1, predict the reaction product. (5) Given the reactants [Br:1][C:2]1[CH:3]=[C:4]([CH:21]=[CH:22][C:23]=1I)[C:5]([NH:7][S:8]([C:11]1[CH:16]=[CH:15][CH:14]=[CH:13][C:12]=1[S:17](=[O:20])(=[O:19])[NH2:18])(=[O:10])=[O:9])=[O:6].[O:25]1[C:29]2[CH:30]=[CH:31][CH:32]=[CH:33][C:28]=2[CH:27]=[C:26]1B(O)O, predict the reaction product. The product is: [O:25]1[C:29]2[CH:30]=[CH:31][CH:32]=[CH:33][C:28]=2[CH:27]=[C:26]1[C:23]1[CH:22]=[CH:21][C:4]([C:5]([NH:7][S:8]([C:11]2[CH:16]=[CH:15][CH:14]=[CH:13][C:12]=2[S:17](=[O:20])(=[O:19])[NH2:18])(=[O:10])=[O:9])=[O:6])=[CH:3][C:2]=1[Br:1]. (6) Given the reactants [Br:1][C:2]1[S:6][C:5]([S:7](Cl)(=[O:9])=[O:8])=[CH:4][CH:3]=1.[NH2:11][C:12]1[O:16][N:15]=[C:14]([CH3:17])[CH:13]=1, predict the reaction product. The product is: [CH3:17][C:14]1[CH:13]=[C:12]([NH:11][S:7]([C:5]2[S:6][C:2]([Br:1])=[CH:3][CH:4]=2)(=[O:9])=[O:8])[O:16][N:15]=1. (7) The product is: [O:12]1[CH2:13][CH2:14][CH2:15][CH2:16][CH:11]1[N:6]1[CH:5]=[N:4][C:3]2[C:7]1=[N:8][CH:9]=[N:10][C:2]=2[C:25]1[CH:31]=[CH:30][CH:29]=[CH:28][C:26]=1[NH2:27]. Given the reactants Cl[C:2]1[N:10]=[CH:9][N:8]=[C:7]2[C:3]=1[N:4]=[CH:5][N:6]2[CH:11]1[CH2:16][CH2:15][CH2:14][CH2:13][O:12]1.CC1(C)C(C)(C)OB([C:25]2[CH:31]=[CH:30][CH:29]=[CH:28][C:26]=2[NH2:27])O1.C([O-])([O-])=O.[K+].[K+].N#N, predict the reaction product.